This data is from Reaction yield outcomes from USPTO patents with 853,638 reactions. The task is: Predict the reaction yield, written as a fraction of the theoretical maximum amount of product (1.0 means a 100% yield; for example, 0.34 means a 34% yield). The reactants are [CH2:1]([NH:8][C:9]([N:11]1[CH2:16][CH2:15][N:14]([S:17]([C:20]2[CH:25]=[CH:24][C:23]([N+:26]([O-])=O)=[CH:22][CH:21]=2)(=[O:19])=[O:18])[CH2:13][CH2:12]1)=[O:10])[C:2]1[CH:7]=[CH:6][CH:5]=[CH:4][CH:3]=1.C(O)C.[Cl-].[NH4+]. The catalyst is [Fe].O. The product is [CH2:1]([NH:8][C:9]([N:11]1[CH2:12][CH2:13][N:14]([S:17]([C:20]2[CH:21]=[CH:22][C:23]([NH2:26])=[CH:24][CH:25]=2)(=[O:19])=[O:18])[CH2:15][CH2:16]1)=[O:10])[C:2]1[CH:7]=[CH:6][CH:5]=[CH:4][CH:3]=1. The yield is 1.00.